From a dataset of Catalyst prediction with 721,799 reactions and 888 catalyst types from USPTO. Predict which catalyst facilitates the given reaction. (1) Reactant: [Cl:1][C:2]1[C:3]([N:13]2[CH2:18][CH2:17][NH:16][CH2:15][CH2:14]2)=[N:4][CH:5]=[C:6]([CH:12]=1)[C:7]([O:9][CH2:10][CH3:11])=[O:8].[Cl:19][C:20]1[CH:25]=[CH:24][CH:23]=[CH:22][C:21]=1[S:26]([N:29]=[C:30]=[O:31])(=[O:28])=[O:27].C(N(CC)CC)C. Product: [Cl:1][C:2]1[C:3]([N:13]2[CH2:18][CH2:17][N:16]([C:30]([NH:29][S:26]([C:21]3[CH:22]=[CH:23][CH:24]=[CH:25][C:20]=3[Cl:19])(=[O:27])=[O:28])=[O:31])[CH2:15][CH2:14]2)=[N:4][CH:5]=[C:6]([CH:12]=1)[C:7]([O:9][CH2:10][CH3:11])=[O:8]. The catalyst class is: 2. (2) Reactant: [Si:1]([O:8][C@H:9]1[CH2:18][C:17]([CH3:20])([CH3:19])[CH2:16][C:15]2[N:14]=[C:13]([CH:21]([CH3:23])[CH3:22])[C:12]3[C@H:24]([C:33]4[CH:38]=[CH:37][C:36]([C:39]([F:42])([F:41])[F:40])=[C:35]([F:43])[CH:34]=4)[O:25][C:26]4([CH2:31][CH2:30][O:29][CH2:28][CH:27]4I)[C:11]=3[C:10]1=2)([C:4]([CH3:7])([CH3:6])[CH3:5])([CH3:3])[CH3:2]. Product: [Si:1]([O:8][C@H:9]1[CH2:18][C:17]([CH3:19])([CH3:20])[CH2:16][C:15]2[N:14]=[C:13]([CH:21]([CH3:23])[CH3:22])[C:12]3[C@H:24]([C:33]4[CH:38]=[CH:37][C:36]([C:39]([F:42])([F:40])[F:41])=[C:35]([F:43])[CH:34]=4)[O:25][C:26]4([CH2:27][CH2:28][O:29][CH2:30][CH2:31]4)[C:11]=3[C:10]1=2)([C:4]([CH3:6])([CH3:7])[CH3:5])([CH3:3])[CH3:2]. The catalyst class is: 723. (3) Reactant: [Cl:1][C:2]1[CH:7]=[CH:6][C:5]([C:8](=[O:18])[NH:9][CH2:10][C:11]2[CH:16]=[CH:15][CH:14]=[C:13]([Cl:17])[CH:12]=2)=[CH:4][C:3]=1[NH:19][C:20]([C:22]1[C:35](=[O:36])[NH:34][C:25]2[N:26]=[C:27](S(C)(=O)=O)[N:28]=[CH:29][C:24]=2[CH:23]=1)=[O:21].Cl.[CH3:38][NH:39][CH3:40].C(N(CC)C(C)C)(C)C. Product: [Cl:1][C:2]1[CH:7]=[CH:6][C:5]([C:8](=[O:18])[NH:9][CH2:10][C:11]2[CH:16]=[CH:15][CH:14]=[C:13]([Cl:17])[CH:12]=2)=[CH:4][C:3]=1[NH:19][C:20]([C:22]1[C:35](=[O:36])[NH:34][C:25]2[N:26]=[C:27]([N:39]([CH3:40])[CH3:38])[N:28]=[CH:29][C:24]=2[CH:23]=1)=[O:21]. The catalyst class is: 3. (4) Reactant: [F:1][C:2]1[CH:3]=[C:4]([NH:9][C:10](=[O:15])CC(=O)C)[CH:5]=[CH:6][C:7]=1[F:8].C(O)(=O)C.[Br:20]Br.[CH3:22][C:23]([CH3:25])=O.C([O:29][CH2:30][CH3:31])(=O)C. Product: [Br:20][C:23]([CH3:25])([CH3:22])[C:30](=[O:29])[CH2:31][C:10]([NH:9][C:4]1[CH:5]=[CH:6][C:7]([F:8])=[C:2]([F:1])[CH:3]=1)=[O:15]. The catalyst class is: 6. (5) Reactant: [C:1]([O:5][C:6]([N:8]1[CH2:13][CH2:12][CH:11]([C:14]2[N:15]([CH2:30][CH2:31][O:32]C3CCCCO3)[CH:16]=[C:17]([C:19]3[CH:24]=[CH:23][C:22]([F:25])=[C:21]([C:26]([F:29])([F:28])[F:27])[CH:20]=3)[N:18]=2)[CH:10]([CH3:39])[CH2:9]1)=[O:7])([CH3:4])([CH3:3])[CH3:2].C1(C)C=CC(S(O)(=O)=O)=CC=1. Product: [C:1]([O:5][C:6]([N:8]1[CH2:13][CH2:12][CH:11]([C:14]2[N:15]([CH2:30][CH2:31][OH:32])[CH:16]=[C:17]([C:19]3[CH:24]=[CH:23][C:22]([F:25])=[C:21]([C:26]([F:29])([F:28])[F:27])[CH:20]=3)[N:18]=2)[CH:10]([CH3:39])[CH2:9]1)=[O:7])([CH3:4])([CH3:3])[CH3:2]. The catalyst class is: 5. (6) Reactant: [OH-].[Na+].[Cl:3][C:4]1[CH:5]=[C:6]2[C:11](=[CH:12][CH:13]=1)[CH:10]=[C:9]([S:14][CH2:15][C@@H:16]([OH:21])[C:17]([O:19]C)=[O:18])[CH:8]=[CH:7]2. Product: [Cl:3][C:4]1[CH:5]=[C:6]2[C:11](=[CH:12][CH:13]=1)[CH:10]=[C:9]([S:14][CH2:15][C@@H:16]([OH:21])[C:17]([OH:19])=[O:18])[CH:8]=[CH:7]2. The catalyst class is: 97. (7) Reactant: [C:1]([O:5][C:6]([N:8]1[CH2:12][C@@H:11]([CH2:13][N:14]([CH:31]([CH3:33])[CH3:32])[C:15](=[O:30])[C:16]2[CH:21]=[CH:20][C:19]([O:22][CH3:23])=[C:18]([O:24][CH2:25][CH2:26][CH2:27][O:28][CH3:29])[CH:17]=2)[C@H:10]([NH2:34])[CH2:9]1)=[O:7])([CH3:4])([CH3:3])[CH3:2].C(N(CC)CC)C.[Cl:42][CH2:43][C:44](Cl)=[O:45].C([O-])(O)=O.[Na+]. Product: [C:1]([O:5][C:6]([N:8]1[CH2:12][C@@H:11]([CH2:13][N:14]([CH:31]([CH3:32])[CH3:33])[C:15](=[O:30])[C:16]2[CH:21]=[CH:20][C:19]([O:22][CH3:23])=[C:18]([O:24][CH2:25][CH2:26][CH2:27][O:28][CH3:29])[CH:17]=2)[C@H:10]([NH:34][C:44](=[O:45])[CH2:43][Cl:42])[CH2:9]1)=[O:7])([CH3:3])([CH3:4])[CH3:2]. The catalyst class is: 2.